Task: Predict the product of the given reaction.. Dataset: Forward reaction prediction with 1.9M reactions from USPTO patents (1976-2016) (1) Given the reactants [C:1]([O:9][C:10]1[C:15]([N+:16]([O-:18])=[O:17])=[CH:14][CH:13]=[CH:12][C:11]=1[C:19](=[O:21])[CH3:20])(=O)[C:2]1[CH:7]=[CH:6][CH:5]=[N:4][CH:3]=1.[OH-].[K+].OS(O)(=O)=O.CC(O)=O, predict the reaction product. The product is: [N+:16]([C:15]1[CH:14]=[CH:13][CH:12]=[C:11]2[C:10]=1[O:9][C:1]([C:2]1[CH:3]=[N:4][CH:5]=[CH:6][CH:7]=1)=[CH:20][C:19]2=[O:21])([O-:18])=[O:17]. (2) Given the reactants Br[C:2]1[C:6]2[CH2:7][N:8]([C:11](=[O:13])[CH3:12])[CH2:9][CH2:10][C:5]=2[N:4]([CH3:14])[N:3]=1.[CH3:15][N:16]1[CH:20]=[C:19]([C:21]2[CH:29]=[C:28]3[C:24]([CH2:25][CH2:26][NH:27]3)=[CH:23][CH:22]=2)[CH:18]=[N:17]1.C1(P(C2CCCCC2)C2C=CC=CC=2C2C(OC(C)C)=CC=CC=2OC(C)C)CCCCC1.COC(C)(C)C.C(O[Na])(C)(C)C, predict the reaction product. The product is: [CH3:14][N:4]1[C:5]2[CH2:10][CH2:9][N:8]([C:11](=[O:13])[CH3:12])[CH2:7][C:6]=2[C:2]([N:27]2[C:28]3[C:24](=[CH:23][CH:22]=[C:21]([C:19]4[CH:18]=[N:17][N:16]([CH3:15])[CH:20]=4)[CH:29]=3)[CH2:25][CH2:26]2)=[N:3]1. (3) Given the reactants CON(C)[C:4]([C@H:6]1[CH2:15][C:14]2[C:9](=[CH:10][CH:11]=[CH:12][CH:13]=2)[CH2:8][N:7]1[C:16]([O:18][C:19]([CH3:22])([CH3:21])[CH3:20])=[O:17])=[O:5].[H-].[Al+3].[Li+].[H-].[H-].[H-], predict the reaction product. The product is: [CH:4]([C@H:6]1[CH2:15][C:14]2[C:9](=[CH:10][CH:11]=[CH:12][CH:13]=2)[CH2:8][N:7]1[C:16]([O:18][C:19]([CH3:22])([CH3:21])[CH3:20])=[O:17])=[O:5]. (4) Given the reactants Cl[C:2]1[CH:7]=[C:6]([N+:8]([O-:10])=[O:9])[C:5]([CH3:11])=[CH:4][N+:3]=1[O-:12].[CH3:13][O:14][C:15]1[CH:20]=[C:19]([O:21][CH3:22])[CH:18]=[CH:17][C:16]=1[CH2:23][NH2:24].CCN(C(C)C)C(C)C, predict the reaction product. The product is: [CH3:13][O:14][C:15]1[CH:20]=[C:19]([O:21][CH3:22])[CH:18]=[CH:17][C:16]=1[CH2:23][NH:24][C:2]1[N+:3]([O-:12])=[CH:4][C:5]([CH3:11])=[C:6]([N+:8]([O-:10])=[O:9])[CH:7]=1. (5) Given the reactants N#N.C(=O)=O.CC(O)C.[CH3:10][C:11]([CH3:19])=[CH:12][CH2:13][CH2:14][C:15]([CH:17]=[CH2:18])=[CH2:16].[CH2:20]([O:22][SiH:23]([O:27][CH2:28][CH3:29])[O:24][CH2:25][CH3:26])[CH3:21], predict the reaction product. The product is: [CH2:20]([O:22][Si:23]([O:27][CH2:28][CH3:29])([O:24][CH2:25][CH3:26])[CH2:18][CH2:17][C:15](=[CH2:16])[CH2:14][CH2:13][CH:12]=[C:11]([CH3:19])[CH3:10])[CH3:21]. (6) Given the reactants [C:1]1([C:7](=[CH:11][C:12]2[CH:17]=[CH:16][C:15]([OH:18])=[C:14]([O:19][CH3:20])[CH:13]=2)C(O)=O)[CH:6]=[CH:5][CH:4]=[CH:3][CH:2]=1.C([O-])(O)=O.[Na+].N1C=CN=C1, predict the reaction product. The product is: [OH:18][C:15]1[CH:16]=[CH:17][C:12]([CH:11]=[CH:7][C:1]2[CH:2]=[CH:3][CH:4]=[CH:5][CH:6]=2)=[CH:13][C:14]=1[O:19][CH3:20]. (7) Given the reactants Cl[C:2]1[N:7]=[CH:6][C:5](/[CH:8]=[CH:9]/[C:10]2[CH:11]=[C:12]([CH:17]=[C:18]([O:21][CH3:22])[C:19]=2[F:20])[C:13]([O:15][CH3:16])=[O:14])=[CH:4][N:3]=1.[CH3:23][C:24]1[CH:29]=[C:28]([NH2:30])[CH:27]=[CH:26][N:25]=1.CC1(C)C2C(=C(P(C3C=CC=CC=3)C3C=CC=CC=3)C=CC=2)OC2C(P(C3C=CC=CC=3)C3C=CC=CC=3)=CC=CC1=2.C([O-])([O-])=O.[Cs+].[Cs+], predict the reaction product. The product is: [F:20][C:19]1[C:10](/[CH:9]=[CH:8]/[C:5]2[CH:4]=[N:3][C:2]([NH:30][C:28]3[CH:27]=[CH:26][N:25]=[C:24]([CH3:23])[CH:29]=3)=[N:7][CH:6]=2)=[CH:11][C:12]([C:13]([O:15][CH3:16])=[O:14])=[CH:17][C:18]=1[O:21][CH3:22]. (8) The product is: [CH3:1][O:2][C@H:3]1[CH2:8][CH2:7][CH2:6][C@@H:5]([NH:9][C:10]2[C:15]([C:16]([NH2:22])=[O:17])=[CH:14][N:13]=[C:12]([S:19][CH3:20])[N:11]=2)[CH2:4]1. Given the reactants [CH3:1][O:2][C@H:3]1[CH2:8][CH2:7][CH2:6][C@@H:5]([NH:9][C:10]2[C:15]([C:16](O)=[O:17])=[CH:14][N:13]=[C:12]([S:19][CH3:20])[N:11]=2)[CH2:4]1.C[N:22](C(ON1N=NC2C=CC=NC1=2)=[N+](C)C)C.F[P-](F)(F)(F)(F)F.[Cl-].[NH4+].CCN(C(C)C)C(C)C, predict the reaction product. (9) Given the reactants [CH2:1]=[C:2]([C:4]1[N:9]=[CH:8][C:7]2[O:10][C:11]3[C:16]([C@@:17]4([CH2:22][CH2:21][O:20][C:19]([NH2:23])=[N:18]4)[C:6]=2[CH:5]=1)=[CH:15][C:14]([NH2:24])=[CH:13][CH:12]=3)[CH3:3], predict the reaction product. The product is: [CH:2]([C:4]1[N:9]=[CH:8][C:7]2[O:10][C:11]3[C:16]([C@@:17]4([CH2:22][CH2:21][O:20][C:19]([NH2:23])=[N:18]4)[C:6]=2[CH:5]=1)=[CH:15][C:14]([NH2:24])=[CH:13][CH:12]=3)([CH3:3])[CH3:1].